This data is from Reaction yield outcomes from USPTO patents with 853,638 reactions. The task is: Predict the reaction yield, written as a fraction of the theoretical maximum amount of product (1.0 means a 100% yield; for example, 0.34 means a 34% yield). (1) The reactants are C[O:2][C:3](=[O:34])[CH2:4][CH2:5][C:6]1[CH:11]=[CH:10][C:9]([O:12][C@H:13]([CH3:32])[CH2:14][CH2:15][O:16][C:17]2[CH:22]=[CH:21][C:20]([CH2:23][CH3:24])=[CH:19][C:18]=2[O:25][C:26]2[CH:31]=[CH:30][CH:29]=[CH:28][CH:27]=2)=[CH:8][C:7]=1[CH3:33].[OH-].[Na+].Cl. The catalyst is CO.O. The product is [CH2:23]([C:20]1[CH:21]=[CH:22][C:17]([O:16][CH2:15][CH2:14][C@@H:13]([CH3:32])[O:12][C:9]2[CH:10]=[CH:11][C:6]([CH2:5][CH2:4][C:3]([OH:34])=[O:2])=[C:7]([CH3:33])[CH:8]=2)=[C:18]([O:25][C:26]2[CH:27]=[CH:28][CH:29]=[CH:30][CH:31]=2)[CH:19]=1)[CH3:24]. The yield is 1.00. (2) The reactants are [CH3:1][C:2]1[S:6][C:5]([C:7]([O:9][CH3:10])=[O:8])=[CH:4][C:3]=1[C:11]1[N:15]([CH3:16])[N:14]=[CH:13][C:12]=1[C:17]([CH3:19])=[CH2:18]. The catalyst is CO. The product is [CH3:1][C:2]1[S:6][C:5]([C:7]([O:9][CH3:10])=[O:8])=[CH:4][C:3]=1[C:11]1[N:15]([CH3:16])[N:14]=[CH:13][C:12]=1[CH:17]([CH3:19])[CH3:18]. The yield is 1.00. (3) The reactants are [CH2:1]([C:5]1[N:6]=[C:7]([CH3:27])[NH:8][C:9](=[O:26])[C:10]=1[CH2:11][C:12]1[CH:17]=[CH:16][C:15]([C:18]2[C:19]([C:24]#[N:25])=[CH:20][CH:21]=[CH:22][CH:23]=2)=[CH:14][CH:13]=1)[CH2:2][CH2:3][CH3:4].[H-].[Na+].CN(C)C=O.[Cl:35][C:36]1[S:37][C:38]([CH2:41]Cl)=[CH:39][CH:40]=1. The catalyst is C(OCC)(=O)C. The product is [CH2:1]([C:5]1[N:6]=[C:7]([CH3:27])[N:8]([CH2:41][C:38]2[S:37][C:36]([Cl:35])=[CH:40][CH:39]=2)[C:9](=[O:26])[C:10]=1[CH2:11][C:12]1[CH:17]=[CH:16][C:15]([C:18]2[C:19]([C:24]#[N:25])=[CH:20][CH:21]=[CH:22][CH:23]=2)=[CH:14][CH:13]=1)[CH2:2][CH2:3][CH3:4]. The yield is 0.450. (4) The reactants are Br[C:2]1[S:3][C:4]([C:7]2[C:12]([O:13][CH3:14])=[CH:11][CH:10]=[CH:9][C:8]=2[F:15])=[N:5][N:6]=1.[CH3:16][NH:17][CH:18]1[CH2:23][C:22]([CH3:25])([CH3:24])[NH:21][C:20]([CH3:27])([CH3:26])[CH2:19]1. The catalyst is CN1C(=O)CCC1.C([O-])(O)=O.[Na+].O. The product is [F:15][C:8]1[CH:9]=[CH:10][CH:11]=[C:12]([O:13][CH3:14])[C:7]=1[C:4]1[S:3][C:2]([N:17]([CH3:16])[CH:18]2[CH2:19][C:20]([CH3:26])([CH3:27])[NH:21][C:22]([CH3:25])([CH3:24])[CH2:23]2)=[N:6][N:5]=1. The yield is 0.280.